Dataset: Full USPTO retrosynthesis dataset with 1.9M reactions from patents (1976-2016). Task: Predict the reactants needed to synthesize the given product. (1) Given the product [CH2:1]([O:3][CH2:4][C:5]1[N:6]([NH:18][CH2:19][CH:20]([CH3:21])[CH3:22])[C:7]2[C:16]3[CH:15]=[CH:14][CH:13]=[CH:12][C:11]=3[N:10]=[CH:9][C:8]=2[N:17]=1)[CH3:2], predict the reactants needed to synthesize it. The reactants are: [CH2:1]([O:3][CH2:4][C:5]1[N:6]([N:18]=[CH:19][CH:20]([CH3:22])[CH3:21])[C:7]2[C:16]3[CH:15]=[CH:14][CH:13]=[CH:12][C:11]=3[N:10]=[CH:9][C:8]=2[N:17]=1)[CH3:2].[BH4-].[Na+].C(Cl)(Cl)Cl. (2) The reactants are: [CH3:13][O:12][C:10](=O)[C:9](N=N[C:9]([CH3:15])(C)[C:10]([O:12][CH3:13])=O)(C)[CH3:15].[OH2:17].C[C:19](=[O:22])[CH2:20]C. Given the product [C:19]([O:22][CH:9]([CH3:15])[CH2:10][O:12][CH3:13])(=[O:17])[CH3:20], predict the reactants needed to synthesize it. (3) Given the product [N:26]([CH2:10][C:5]1[CH:6]=[CH:7][CH:8]=[C:9]2[C:4]=1[CH:3]=[CH:2][NH:1]2)=[N+:27]=[N-:28], predict the reactants needed to synthesize it. The reactants are: [NH:1]1[C:9]2[CH:8]=[CH:7][CH:6]=[C:5]([CH2:10]O)[C:4]=2[CH:3]=[CH:2]1.C1(P([N:26]=[N+:27]=[N-:28])(C2C=CC=CC=2)=O)C=CC=CC=1.CCCCCCC=CCCC. (4) Given the product [CH:1]1([C:7]2[C:15]3[C:10](=[CH:11][C:12]([C:16]([O:18][CH3:19])=[O:17])=[CH:13][CH:14]=3)[N:9]([CH2:20][CH2:21][C:22]([O:24][CH3:25])=[O:23])[C:8]=2[C:26]2[CH:31]=[CH:30][CH:29]=[CH:28][C:27]=2[CH2:32][NH:38][CH2:37][CH2:36][N:35]([CH3:39])[CH3:34])[CH2:6][CH2:5][CH2:4][CH2:3][CH2:2]1, predict the reactants needed to synthesize it. The reactants are: [CH:1]1([C:7]2[C:15]3[C:10](=[CH:11][C:12]([C:16]([O:18][CH3:19])=[O:17])=[CH:13][CH:14]=3)[N:9]([CH2:20][CH2:21][C:22]([O:24][CH3:25])=[O:23])[C:8]=2[C:26]2[CH:31]=[CH:30][CH:29]=[CH:28][C:27]=2[CH:32]=O)[CH2:6][CH2:5][CH2:4][CH2:3][CH2:2]1.[CH3:34][N:35]([CH3:39])[CH2:36][CH2:37][NH2:38].CC(O)=O.[BH3-]C#N.[Na+].